The task is: Predict the reactants needed to synthesize the given product.. This data is from Full USPTO retrosynthesis dataset with 1.9M reactions from patents (1976-2016). (1) Given the product [CH3:6][N:5]([CH:4]=[N:22][C:21]([N:18]1[C:19]2[C:15](=[CH:14][CH:13]=[C:12]([I:11])[CH:20]=2)[C:16]([CH3:25])([CH3:24])[CH2:17]1)=[S:23])[CH3:7], predict the reactants needed to synthesize it. The reactants are: COO[CH:4](OOC)[N:5]([CH3:7])[CH3:6].[I:11][C:12]1[CH:20]=[C:19]2[C:15]([C:16]([CH3:25])([CH3:24])[CH2:17][N:18]2[C:21](=[S:23])[NH2:22])=[CH:14][CH:13]=1. (2) Given the product [C:1]([CH:3]([CH2:9][CH:10]([CH3:12])[CH3:11])[CH2:4][C:5]([O:7][CH3:8])=[O:6])#[N:2], predict the reactants needed to synthesize it. The reactants are: [C:1]([C:3](=[CH:9][CH:10]([CH3:12])[CH3:11])[CH2:4][C:5]([O:7][CH3:8])=[O:6])#[N:2].[H][H].